This data is from NCI-60 drug combinations with 297,098 pairs across 59 cell lines. The task is: Regression. Given two drug SMILES strings and cell line genomic features, predict the synergy score measuring deviation from expected non-interaction effect. Drug 1: CC1=C(C=C(C=C1)NC2=NC=CC(=N2)N(C)C3=CC4=NN(C(=C4C=C3)C)C)S(=O)(=O)N.Cl. Drug 2: CNC(=O)C1=CC=CC=C1SC2=CC3=C(C=C2)C(=NN3)C=CC4=CC=CC=N4. Cell line: OVCAR-5. Synergy scores: CSS=-1.47, Synergy_ZIP=1.26, Synergy_Bliss=2.47, Synergy_Loewe=-0.632, Synergy_HSA=0.0208.